This data is from Forward reaction prediction with 1.9M reactions from USPTO patents (1976-2016). The task is: Predict the product of the given reaction. (1) Given the reactants Br[CH:2]1[CH2:7][CH2:6][CH2:5][C:4]([C:8]([O:10][CH3:11])=[O:9])=[CH:3]1.C([O-])([O-])=O.[K+].[K+].[C:18]1([SH:24])[CH:23]=[CH:22][CH:21]=[CH:20][CH:19]=1, predict the reaction product. The product is: [C:18]1([S:24][CH:2]2[CH2:7][CH2:6][CH2:5][C:4]([C:8]([O:10][CH3:11])=[O:9])=[CH:3]2)[CH:23]=[CH:22][CH:21]=[CH:20][CH:19]=1. (2) Given the reactants [NH2:1][C:2]1[CH:11]=[CH:10][CH:9]=[C:8]2[C:3]=1[C:4](=[O:21])[N:5]([CH:13]1[CH2:18][CH2:17][C:16](=[O:19])[NH:15][C:14]1=[O:20])[C:6]([CH3:12])=[N:7]2.[C:22](Cl)(=[O:24])[CH3:23], predict the reaction product. The product is: [O:20]=[C:14]1[CH:13]([N:5]2[C:4](=[O:21])[C:3]3[C:8](=[CH:9][CH:10]=[CH:11][C:2]=3[NH:1][C:22](=[O:24])[CH3:23])[N:7]=[C:6]2[CH3:12])[CH2:18][CH2:17][C:16](=[O:19])[NH:15]1. (3) Given the reactants [Br:1][C:2]1[NH:3][C:4]2[C:9]([C:10]=1[CH2:11][C:12]1[CH:17]=[CH:16][C:15]([Cl:18])=[CH:14][CH:13]=1)=[CH:8][CH:7]=[CH:6][CH:5]=2.[H-].[Na+].Br[CH2:22][CH2:23][CH:24]1[O:28][CH2:27][CH2:26][O:25]1, predict the reaction product. The product is: [Br:1][C:2]1[N:3]([CH2:22][CH2:23][CH:24]2[O:28][CH2:27][CH2:26][O:25]2)[C:4]2[C:9]([C:10]=1[CH2:11][C:12]1[CH:17]=[CH:16][C:15]([Cl:18])=[CH:14][CH:13]=1)=[CH:8][CH:7]=[CH:6][CH:5]=2. (4) Given the reactants [CH3:1][O:2][C:3]1[CH:4]=[C:5]([Mg]Br)[CH:6]=[CH:7][C:8]=1[O:9][CH3:10].[F:13][C:14]1[CH:43]=[CH:42][CH:41]=[C:40]([F:44])[C:15]=1[C:16]([NH:18][C:19]1[S:20][C:21]([C:30]2[CH:35]=[CH:34][CH:33]=[C:32]([C:36]([F:39])([F:38])[F:37])[CH:31]=2)=[C:22](C2C=CC=CN=2)[N:23]=1)=[O:17], predict the reaction product. The product is: [CH3:1][O:2][C:3]1[CH:4]=[C:5]([C:22]2[N:23]=[C:19]([NH:18][C:16](=[O:17])[C:15]3[C:14]([F:13])=[CH:43][CH:42]=[CH:41][C:40]=3[F:44])[S:20][C:21]=2[C:30]2[CH:35]=[CH:34][CH:33]=[C:32]([C:36]([F:37])([F:38])[F:39])[CH:31]=2)[CH:6]=[CH:7][C:8]=1[O:9][CH3:10].